This data is from Full USPTO retrosynthesis dataset with 1.9M reactions from patents (1976-2016). The task is: Predict the reactants needed to synthesize the given product. (1) Given the product [CH2:10]([C:5]1[CH:6]=[C:7]([O:8][CH3:9])[C:2]([Br:1])=[CH:3][C:4]=1[OH:18])[C:12]1[CH:13]=[CH:14][CH:15]=[CH:16][CH:17]=1, predict the reactants needed to synthesize it. The reactants are: [Br:1][C:2]1[C:7]([O:8][CH3:9])=[CH:6][C:5]([C:10]([C:12]2[CH:17]=[CH:16][CH:15]=[CH:14][CH:13]=2)=O)=[C:4]([OH:18])[CH:3]=1.FC(F)(F)C(O)=O.C([SiH](CC)CC)C.[NH4+].[Cl-]. (2) Given the product [OH:32][C@@H:27]1[C@@H:26]([N:16]2[C:15](=[O:33])[C:14]3[C:19](=[C:20]4[CH:25]=[CH:24][CH:23]=[CH:22][C:21]4=[C:12]([CH2:2][C:3]4[CH:8]=[N:7][C:6]([O:9][CH3:10])=[CH:5][CH:4]=4)[CH:13]=3)[N:18]=[CH:17]2)[CH2:31][CH2:30][O:29][CH2:28]1, predict the reactants needed to synthesize it. The reactants are: Cl[CH2:2][C:3]1[CH:4]=[CH:5][C:6]([O:9][CH3:10])=[N:7][CH:8]=1.Br[C:12]1[CH:13]=[C:14]2[C:19](=[C:20]3[CH:25]=[CH:24][CH:23]=[CH:22][C:21]=13)[N:18]=[CH:17][N:16]([C@H:26]1[CH2:31][CH2:30][O:29][CH2:28][C@@H:27]1[OH:32])[C:15]2=[O:33]. (3) Given the product [N:8]1([CH2:7][C:6]2[CH:5]=[C:4]([NH2:1])[C:16]([NH2:17])=[CH:15][CH:14]=2)[CH2:13][CH2:12][O:11][CH2:10][CH2:9]1, predict the reactants needed to synthesize it. The reactants are: [N+:1]([C:4]1[CH:5]=[C:6]([CH:14]=[CH:15][C:16]=1[N+:17]([O-])=O)[CH2:7][N:8]1[CH2:13][CH2:12][O:11][CH2:10][CH2:9]1)([O-])=O.[H][H]. (4) Given the product [O:3]=[C:4]1[CH2:5][CH2:6][CH2:7][N:8]([C:11]([O:13][CH2:14][C:15]2[CH:16]=[CH:17][CH:18]=[CH:19][CH:20]=2)=[O:12])[CH2:9][CH2:10]1, predict the reactants needed to synthesize it. The reactants are: [OH-].[K+].[O:3]=[C:4]1[CH2:10][CH2:9][N:8]([C:11]([O:13][CH2:14][C:15]2[CH:20]=[CH:19][CH:18]=[CH:17][CH:16]=2)=[O:12])[CH2:7][CH2:6][CH:5]1C(OCC)=O.